Predict the product of the given reaction. From a dataset of Forward reaction prediction with 1.9M reactions from USPTO patents (1976-2016). (1) The product is: [Cl:1][C:2]1[N:7]=[C:6]([N:8]([CH3:13])[CH2:9][CH2:10][CH2:11][O:12][C:16]2[CH:17]=[C:18]3[C:22](=[CH:23][CH:24]=2)[C@H:21]([CH2:25][C:26]([O:28][CH2:29][CH3:30])=[O:27])[CH2:20][CH2:19]3)[C:5]([CH3:14])=[CH:4][N:3]=1. Given the reactants [Cl:1][C:2]1[N:7]=[C:6]([N:8]([CH3:13])[CH2:9][CH2:10][CH2:11][OH:12])[C:5]([CH3:14])=[CH:4][N:3]=1.O[C:16]1[CH:17]=[C:18]2[C:22](=[CH:23][CH:24]=1)[C@H:21]([CH2:25][C:26]([O:28][CH2:29][CH3:30])=[O:27])[CH2:20][CH2:19]2.C1C=CC(P(C2C=CC=CC=2)C2C=CC=CC=2)=CC=1.C1CCN(C(N=NC(N2CCCCC2)=O)=O)CC1, predict the reaction product. (2) Given the reactants C([O:9][CH:10]1[CH2:15][CH:14]2[CH:12]([C:13]2([F:17])[F:16])[CH2:11]1)(=O)C1C=CC=CC=1, predict the reaction product. The product is: [F:16][C:13]1([F:17])[CH:14]2[CH:12]1[CH2:11][CH:10]([OH:9])[CH2:15]2. (3) Given the reactants [NH2:1][C@@H:2]([CH:17]([CH3:19])[CH3:18])[C:3]([C:11]1[CH:16]=[CH:15][CH:14]=[CH:13][CH:12]=1)([C:5]1[CH:10]=[CH:9][CH:8]=[CH:7][CH:6]=1)[OH:4].[ClH:20], predict the reaction product. The product is: [ClH:20].[NH2:1][C@@H:2]([CH:17]([CH3:19])[CH3:18])[C:3]([C:11]1[CH:16]=[CH:15][CH:14]=[CH:13][CH:12]=1)([C:5]1[CH:10]=[CH:9][CH:8]=[CH:7][CH:6]=1)[OH:4]. (4) Given the reactants [C:1]([C:5]1[CH:6]=[C:7]2[C:11](=[CH:12][CH:13]=1)[C:10](=[O:14])[N:9]([C:15]1[CH:20]=[CH:19][CH:18]=[C:17]([C:21]3[CH:26]=[C:25]([NH:27][C:28]4[CH:32]=[CH:31][N:30]([CH2:33]C)[N:29]=4)[C:24](=[O:35])[N:23]([CH3:36])[N:22]=3)[C:16]=1[CH2:37][OH:38])[CH2:8]2)([CH3:4])([CH3:3])[CH3:2].ClC1C=C(NC2C=CN=CN=2)C(=O)N(C)N=1.C(OCC1C(B2OC(C)(C)C(C)(C)O2)=CC=CC=1N1CC2C(=CC=C(C(C)(C)C)C=2)C1=O)(=O)C, predict the reaction product. The product is: [C:1]([C:5]1[CH:6]=[C:7]2[C:11](=[CH:12][CH:13]=1)[C:10](=[O:14])[N:9]([C:15]1[CH:20]=[CH:19][CH:18]=[C:17]([C:21]3[CH:26]=[C:25]([NH:27][C:28]4[CH:32]=[CH:31][N:30]=[CH:33][N:29]=4)[C:24](=[O:35])[N:23]([CH3:36])[N:22]=3)[C:16]=1[CH2:37][OH:38])[CH2:8]2)([CH3:3])([CH3:4])[CH3:2]. (5) Given the reactants [CH2:1]([O:8][C:9]1[CH:14]=[CH:13][C:12]([C:15]2[N:19]([CH:20]3[CH2:24][CH2:23][CH2:22][CH2:21]3)[C:18]3[CH:25]=[CH:26][C:27]([C:29]#[N:30])=[CH:28][C:17]=3[N:16]=2)=[CH:11][CH:10]=1)[C:2]1[CH:7]=[CH:6][CH:5]=[CH:4][CH:3]=1.Cl.[NH2:32][OH:33].C(=O)([O-])O.[Na+], predict the reaction product. The product is: [CH2:1]([O:8][C:9]1[CH:10]=[CH:11][C:12]([C:15]2[N:19]([CH:20]3[CH2:24][CH2:23][CH2:22][CH2:21]3)[C:18]3[CH:25]=[CH:26][C:27]([C:29](=[N:32][OH:33])[NH2:30])=[CH:28][C:17]=3[N:16]=2)=[CH:13][CH:14]=1)[C:2]1[CH:7]=[CH:6][CH:5]=[CH:4][CH:3]=1. (6) The product is: [CH3:4][O:3][P:1]([O-:7])([O:5][CH3:6])=[O:2].[CH2:9]([N+:11]1[CH:15]=[CH:14][N:13]([CH3:4])[CH:12]=1)[CH3:10]. Given the reactants [P:1]([O:7]C)([O:5][CH3:6])([O:3][CH3:4])=[O:2].[CH2:9]([N:11]1[CH:15]=[CH:14][N:13]=[CH:12]1)[CH3:10], predict the reaction product. (7) Given the reactants [F:1][C:2]1[CH:3]=[C:4]([CH:16]=[CH:17][C:18]=1[F:19])[O:5][C:6]1[CH:13]=[CH:12][C:11]([CH2:14][OH:15])=[CH:10][C:7]=1[C:8]#[N:9].Cl[C:21]1[CH:32]=[C:25]2[N:26]([CH3:31])[C@H:27]([CH3:30])[CH2:28][CH2:29][N:24]2[C:23](=[O:33])[N:22]=1, predict the reaction product. The product is: [F:1][C:2]1[CH:3]=[C:4]([CH:16]=[CH:17][C:18]=1[F:19])[O:5][C:6]1[CH:13]=[CH:12][C:11]([CH2:14][O:15][C:21]2[CH:32]=[C:25]3[N:26]([CH3:31])[C@H:27]([CH3:30])[CH2:28][CH2:29][N:24]3[C:23](=[O:33])[N:22]=2)=[CH:10][C:7]=1[C:8]#[N:9]. (8) Given the reactants [CH2:1]([O:8][N:9]1[C:15](=[O:16])[N:14]2[CH2:17][C@@H:10]1[CH2:11][CH2:12][C@@H:13]2[C:18]([OH:20])=O)[C:2]1[CH:7]=[CH:6][CH:5]=[CH:4][CH:3]=1.C([N:23](CC)CC)C.ClC(OCC(C)C)=O.N, predict the reaction product. The product is: [CH2:1]([O:8][N:9]1[C:15](=[O:16])[N:14]2[CH2:17][C@@H:10]1[CH2:11][CH2:12][C@@H:13]2[C:18]([NH2:23])=[O:20])[C:2]1[CH:3]=[CH:4][CH:5]=[CH:6][CH:7]=1.